Task: Predict the product of the given reaction.. Dataset: Forward reaction prediction with 1.9M reactions from USPTO patents (1976-2016) (1) Given the reactants Cl.[CH2:2]([O:4][C:5]1[CH:10]=[CH:9][C:8]([CH:11]2[CH2:16][CH2:15][N:14]([C:17]3[CH:22]=[CH:21][C:20]([C@@H:23]([NH2:25])[CH3:24])=[CH:19][CH:18]=3)[CH2:13][CH2:12]2)=[CH:7][CH:6]=1)[CH3:3].C1C[CH2:35][N:34]2[C:29](=NCC[CH2:33]2)[CH2:28]C1.C(NC)C.[O:41]1CCOCC1, predict the reaction product. The product is: [CH2:2]([O:4][C:5]1[CH:6]=[CH:7][C:8]([CH:11]2[CH2:12][CH2:13][N:14]([C:17]3[CH:18]=[CH:19][C:20]([C@@H:23]([NH:25][C:33](=[O:41])[N:34]([CH2:29][CH3:28])[CH3:35])[CH3:24])=[CH:21][CH:22]=3)[CH2:15][CH2:16]2)=[CH:9][CH:10]=1)[CH3:3]. (2) Given the reactants [Br:1][C:2]1[C:11]([O:12][C:13]2[CH:18]=[CH:17][C:16]([F:19])=[CH:15][C:14]=2[F:20])=[CH:10]C2N[C:7](=O)[NH:8][C:4]=2[CH:3]=1.[H-].[Na+].CI.[CH3:25][N:26]([CH3:29])[CH:27]=[O:28], predict the reaction product. The product is: [Br:1][C:2]1[C:11]([O:12][C:13]2[CH:18]=[CH:17][C:16]([F:19])=[CH:15][C:14]=2[F:20])=[CH:10][C:25]2[N:26]([CH3:29])[C:27](=[O:28])[N:8]([CH3:7])[C:4]=2[CH:3]=1. (3) Given the reactants [C:1]1(=[O:7])O[C:4](=[O:5])[CH:3]=[CH:2]1.[CH:8]([NH:11][NH2:12])([CH3:10])[CH3:9], predict the reaction product. The product is: [OH:7][C:1]1[CH:2]=[CH:3][C:4](=[O:5])[N:11]([CH:8]([CH3:10])[CH3:9])[N:12]=1.